From a dataset of Full USPTO retrosynthesis dataset with 1.9M reactions from patents (1976-2016). Predict the reactants needed to synthesize the given product. (1) The reactants are: [F:1][C:2]1[C:3]([O:26][CH2:27][CH2:28][CH2:29][O:30][CH3:31])=[CH:4][C:5]2[CH2:14][CH:13]([CH:15]([CH3:17])[CH3:16])[N:12]3[C:7](=[CH:8][C:9](=[O:23])[C:10]([C:18]([O:20]CC)=[O:19])=[CH:11]3)[C:6]=2[C:24]=1[F:25].O[Li].O.Cl. Given the product [F:1][C:2]1[C:3]([O:26][CH2:27][CH2:28][CH2:29][O:30][CH3:31])=[CH:4][C:5]2[CH2:14][CH:13]([CH:15]([CH3:17])[CH3:16])[N:12]3[C:7](=[CH:8][C:9](=[O:23])[C:10]([C:18]([OH:20])=[O:19])=[CH:11]3)[C:6]=2[C:24]=1[F:25], predict the reactants needed to synthesize it. (2) Given the product [Br:1][C:2]1[CH:10]=[C:9]2[C:5]([CH2:6][C:7]3([CH2:27][CH2:26][CH:25]([O:28][CH3:29])[CH2:24][CH2:23]3)[C:8]2([NH:16][S:17]([C:19]([CH3:21])([CH3:22])[CH3:20])=[O:18])[C:11]([O:13][CH2:14][CH3:15])=[O:31])=[CH:4][CH:3]=1, predict the reactants needed to synthesize it. The reactants are: [Br:1][C:2]1[CH:10]=[C:9]2[C:5]([CH2:6][C:7]3([CH2:27][CH2:26][CH:25]([O:28][CH3:29])[CH2:24][CH2:23]3)[C:8]2([NH:16][S:17]([C:19]([CH3:22])([CH3:21])[CH3:20])=[O:18])[C:11]([O:13][CH2:14][CH3:15])=C)=[CH:4][CH:3]=1.C(OC([O-])=O)(OC(C)(C)C)=[O:31].